Dataset: Forward reaction prediction with 1.9M reactions from USPTO patents (1976-2016). Task: Predict the product of the given reaction. (1) The product is: [F:1][C:2]1[C:3]([CH3:11])=[CH:4][C:5]([C:6]([OH:8])=[O:7])=[C:9]([N+:12]([O-:14])=[O:13])[CH:10]=1. Given the reactants [F:1][C:2]1[CH:10]=[CH:9][C:5]([C:6]([OH:8])=[O:7])=[CH:4][C:3]=1[CH3:11].[N+:12]([O-])([O-:14])=[O:13].[K+], predict the reaction product. (2) The product is: [C:7]([O-:9])(=[O:8])[C:6]1[C:5](=[CH:13][CH:12]=[CH:11][CH:10]=1)[OH:4].[Na+:29]. Given the reactants C([O:4][C:5]1[C:6](=[CH:10][CH:11]=[CH:12][CH:13]=1)[C:7]([OH:9])=[O:8])(=O)C.C1(O)C=CC=CC=1.[Na].[O-]C1C=CC=CC=1.[Na+:29].C(=O)=O, predict the reaction product.